Dataset: Full USPTO retrosynthesis dataset with 1.9M reactions from patents (1976-2016). Task: Predict the reactants needed to synthesize the given product. (1) Given the product [CH2:1]([O:4][C:5]([N:7]([CH2:27][C:28]([O:30][CH3:31])=[O:29])[C@H:8]([CH2:18][OH:19])[CH2:9][CH2:10][C:11]([O:13][C:14]([CH3:15])([CH3:16])[CH3:17])=[O:12])=[O:6])[CH:2]=[CH2:3], predict the reactants needed to synthesize it. The reactants are: [CH2:1]([O:4][C:5]([N:7]([CH2:27][C:28]([O:30][CH3:31])=[O:29])[C@H:8]([CH2:18][O:19][Si](C(C)(C)C)(C)C)[CH2:9][CH2:10][C:11]([O:13][C:14]([CH3:17])([CH3:16])[CH3:15])=[O:12])=[O:6])[CH:2]=[CH2:3].O.C1(C)C=CC(S(O)(=O)=O)=CC=1.O. (2) Given the product [F:1][C:2]1[CH:11]=[CH:10][CH:9]=[C:8]([CH:12]=[O:14])[C:3]=1[C:4]([O:6][CH3:7])=[O:5], predict the reactants needed to synthesize it. The reactants are: [F:1][C:2]1[CH:11]=[CH:10][CH:9]=[C:8]([CH:12]=C)[C:3]=1[C:4]([O:6][CH3:7])=[O:5].[O:14]=[O+][O-].CSC. (3) Given the product [CH3:16][C:7]1[C:6]2[CH:5]=[C:4]([C:17]#[N:18])[CH:3]=[C:2]([C:23]3[CH:24]=[N:19][CH:20]=[N:21][CH:22]=3)[C:10]=2[N:9]2[CH2:11][CH2:12][NH:13][C:14](=[O:15])[C:8]=12, predict the reactants needed to synthesize it. The reactants are: Br[C:2]1[C:10]2[N:9]3[CH2:11][CH2:12][NH:13][C:14](=[O:15])[C:8]3=[C:7]([CH3:16])[C:6]=2[CH:5]=[C:4]([C:17]#[N:18])[CH:3]=1.[N:19]1[CH:24]=[C:23](B(O)O)[CH:22]=[N:21][CH:20]=1. (4) Given the product [CH3:5][O:6][C@@H:7]1[CH2:12][CH2:11][CH2:10][C@H:9]([C:13]([O:15][CH3:16])=[O:14])[CH2:8]1.[CH3:5][O:6][C@H:7]1[CH2:12][CH2:11][CH2:10][C@H:9]([C:13]([O:15][CH3:16])=[O:14])[CH2:8]1, predict the reactants needed to synthesize it. The reactants are: S(Cl)(Cl)=O.[CH3:5][O:6][CH:7]1[CH2:12][CH2:11][CH2:10][CH:9]([C:13]([OH:15])=[O:14])[CH2:8]1.[CH3:16]O. (5) Given the product [Br:18][C:15]1[CH:16]=[CH:17][C:12]([CH:7]2[CH2:8][CH2:9][CH2:10][NH:11][C:6]2=[O:21])=[CH:13][CH:14]=1, predict the reactants needed to synthesize it. The reactants are: Cl.C(OC(=O)[CH2:6][CH:7]([C:12]1[CH:17]=[CH:16][C:15]([Br:18])=[CH:14][CH:13]=1)[CH2:8][CH2:9][CH2:10][NH2:11])C.C(=O)([O-])[O-:21].[K+].[K+]. (6) Given the product [Cl:12][C:10]1[CH:9]=[C:4]([C:5]([O:7][CH3:8])=[O:6])[C:3]2[O:13][C:14]([CH3:15])=[N:1][C:2]=2[CH:11]=1, predict the reactants needed to synthesize it. The reactants are: [NH2:1][C:2]1[C:3]([OH:13])=[C:4]([CH:9]=[C:10]([Cl:12])[CH:11]=1)[C:5]([O:7][CH3:8])=[O:6].[CH2:14](C(CC)(CC)C([O-])([O-])[O-])[CH3:15].C1(C)C=CC(S(O)(=O)=O)=CC=1.